This data is from Forward reaction prediction with 1.9M reactions from USPTO patents (1976-2016). The task is: Predict the product of the given reaction. (1) Given the reactants [C:1]([O:9][CH2:10][CH3:11])(=[O:8])[CH2:2][C:3]([O:5][CH2:6][CH3:7])=[O:4].[H-].[Na+].Cl[C:15]1[CH:20]=[CH:19][C:18]([O:21][CH3:22])=[CH:17][C:16]=1[N+:23]([O-:25])=[O:24].[NH4+].[Cl-], predict the reaction product. The product is: [CH3:22][O:21][C:18]1[CH:19]=[CH:20][C:15]([CH:2]([C:3]([O:5][CH2:6][CH3:7])=[O:4])[C:1]([O:9][CH2:10][CH3:11])=[O:8])=[C:16]([N+:23]([O-:25])=[O:24])[CH:17]=1. (2) Given the reactants [CH3:1][C@@H:2]([OH:5])[CH2:3][CH3:4].CCN(CC)CC.[CH3:13][S:14](Cl)(=[O:16])=[O:15], predict the reaction product. The product is: [CH3:13][S:14]([O:5][C@H:2]([CH3:1])[CH2:3][CH3:4])(=[O:16])=[O:15]. (3) Given the reactants [C:1]([O:5][C:6]([N:8]1[CH2:12][CH2:11][CH2:10][CH:9]1[C:13]1[NH:14][C:15]([C:18]2[CH:23]=[CH:22][C:21](B3OC(C)(C)C(C)(C)O3)=[CH:20][CH:19]=2)=[CH:16][N:17]=1)=[O:7])([CH3:4])([CH3:3])[CH3:2].[F:33][C:34]([F:58])([F:57])[S:35]([O:38][C:39]1[CH:48]=[CH:47][CH:46]=[C:45]2[C:40]=1[CH:41]=[CH:42][CH:43]=[C:44]2OS(C(F)(F)F)(=O)=O)(=[O:37])=[O:36].C(=O)([O-])[O-].[K+].[K+], predict the reaction product. The product is: [C:1]([O:5][C:6]([N:8]1[CH2:12][CH2:11][CH2:10][CH:9]1[C:13]1[NH:14][C:15]([C:18]2[CH:19]=[CH:20][C:21]([C:44]3[C:45]4[C:40](=[C:39]([O:38][S:35]([C:34]([F:58])([F:33])[F:57])(=[O:36])=[O:37])[CH:48]=[CH:47][CH:46]=4)[CH:41]=[CH:42][CH:43]=3)=[CH:22][CH:23]=2)=[CH:16][N:17]=1)=[O:7])([CH3:4])([CH3:2])[CH3:3]. (4) Given the reactants [Br:1][C:2]1[CH:7]=[CH:6][C:5]([C@@H:8](O)[CH2:9][N:10]2[CH2:14][CH2:13][CH2:12][CH2:11]2)=[CH:4][CH:3]=1.[CH2:16]([N:18](CC)CC)C.CS(Cl)(=O)=O.CN, predict the reaction product. The product is: [Br:1][C:2]1[CH:7]=[CH:6][C:5]([C@@H:8]([NH:18][CH3:16])[CH2:9][N:10]2[CH2:14][CH2:13][CH2:12][CH2:11]2)=[CH:4][CH:3]=1. (5) Given the reactants S(Cl)(Cl)=O.[OH:5][C:6]1([C:9]([OH:11])=O)[CH2:8][CH2:7]1.FC(F)(F)C(O)=O.[O:19]1[C:23]2[CH:24]=[CH:25][CH:26]=[CH:27][C:22]=2[N:21]=[C:20]1[C:28]1[CH:33]=[CH:32][C:31]([C:34]([N:36]2[CH2:41][CH2:40][NH:39][CH2:38][CH2:37]2)=[O:35])=[CH:30][CH:29]=1.C(N(CC)C(C)C)(C)C, predict the reaction product. The product is: [O:19]1[C:23]2[CH:24]=[CH:25][CH:26]=[CH:27][C:22]=2[N:21]=[C:20]1[C:28]1[CH:33]=[CH:32][C:31]([C:34]([N:36]2[CH2:41][CH2:40][N:39]([C:9]([C:6]3([OH:5])[CH2:8][CH2:7]3)=[O:11])[CH2:38][CH2:37]2)=[O:35])=[CH:30][CH:29]=1. (6) Given the reactants CO[C:3](=[O:19])[CH2:4][N:5]1[N:9]=[N:8][C:7]([NH:10][C:11]([C:13]2[S:14][C:15]([Cl:18])=[CH:16][CH:17]=2)=[O:12])=[N:6]1.[NH2:20][C:21]1[CH:26]=[CH:25][C:24]([N:27]2[CH:32]=[CH:31][CH:30]=[CH:29][C:28]2=[O:33])=[CH:23][C:22]=1[F:34], predict the reaction product. The product is: [F:34][C:22]1[CH:23]=[C:24]([N:27]2[CH:32]=[CH:31][CH:30]=[CH:29][C:28]2=[O:33])[CH:25]=[CH:26][C:21]=1[NH:20][C:3]([CH2:4][N:5]1[N:9]=[N:8][C:7]([NH:10][C:11]([C:13]2[S:14][C:15]([Cl:18])=[CH:16][CH:17]=2)=[O:12])=[N:6]1)=[O:19].